Predict the reactants needed to synthesize the given product. From a dataset of Full USPTO retrosynthesis dataset with 1.9M reactions from patents (1976-2016). (1) The reactants are: CCOP(OCC)([CH2:6][C:7]#[N:8])=O.CC([O-])(C)C.[K+].[C:18]([O:22][C:23]([N:25]1[CH2:28][C:27](=O)[CH2:26]1)=[O:24])([CH3:21])([CH3:20])[CH3:19]. Given the product [C:7]([CH:6]=[C:27]1[CH2:28][N:25]([C:23]([O:22][C:18]([CH3:21])([CH3:20])[CH3:19])=[O:24])[CH2:26]1)#[N:8], predict the reactants needed to synthesize it. (2) Given the product [NH2:1][C:2]1[C:3]([C:4](=[O:5])[NH:37][CH2:36][C:34]2[CH:35]=[C:30]([Cl:29])[CH:31]=[CH:32][C:33]=2[S:38]([CH2:41][CH3:42])(=[O:40])=[O:39])=[CH:7][C:8]([C:25]([F:26])([F:27])[F:28])=[C:9]([CH2:11][N:12]2[CH2:16][CH2:15][C@@H:14]([NH:17][C:18](=[O:19])[O:20][C:21]([CH3:24])([CH3:23])[CH3:22])[CH2:13]2)[CH:10]=1, predict the reactants needed to synthesize it. The reactants are: [NH2:1][C:2]1[CH:10]=[C:9]([CH2:11][N:12]2[CH2:16][CH2:15][C@@H:14]([NH:17][C:18]([O:20][C:21]([CH3:24])([CH3:23])[CH3:22])=[O:19])[CH2:13]2)[C:8]([C:25]([F:28])([F:27])[F:26])=[CH:7][C:3]=1[C:4](O)=[O:5].[Cl:29][C:30]1[CH:31]=[CH:32][C:33]([S:38]([CH2:41][CH3:42])(=[O:40])=[O:39])=[C:34]([CH2:36][NH2:37])[CH:35]=1.Cl.ClC1C=CC(S(CC)(=O)=O)=C(CN)C=1.BrC1C(C)=CC(C(NNC2C=C(Cl)C=CC=2SCC)=O)=C([N+]([O-])=O)C=1. (3) Given the product [O:35]=[C:6]1[CH2:7][CH:4]([C:3]([O:2][CH3:1])=[O:44])[CH2:5]1.[CH3:40][O:41][CH:42]=[C:38]1[CH2:39][CH:17]([C:18]([O:20][CH3:21])=[O:19])[CH2:16]1, predict the reactants needed to synthesize it. The reactants are: [CH3:1][O:2][CH2:3][CH:4]1[CH2:7][CH:6](C#CC2ON=C(C[CH2:16][C@@:17](C)(S(C)(=O)=O)[C:18]([O:20][CH2:21]C3C=CC=CC=3)=[O:19])C=2)[CH2:5]1.NO.[OH-:35].[Na+].Cl.[CH2:38]1[CH2:42][O:41][CH2:40][CH2:39]1.C[OH:44]. (4) The reactants are: [F:1][C:2]1[CH:3]=[C:4]([CH2:9][C@H:10]([NH:32]C(=O)OC(C)(C)C)[C@H:11]([OH:31])[CH2:12][NH:13][C:14]2([C:24]3[CH:29]=[CH:28][CH:27]=[C:26]([I:30])[CH:25]=3)[CH2:22][CH2:21][C:20]3[C:16](=[CH:17][N:18]([CH3:23])[N:19]=3)[CH2:15]2)[CH:5]=[C:6]([F:8])[CH:7]=1.Cl. Given the product [NH2:32][C@@H:10]([CH2:9][C:4]1[CH:3]=[C:2]([F:1])[CH:7]=[C:6]([F:8])[CH:5]=1)[C@H:11]([OH:31])[CH2:12][NH:13][C:14]1([C:24]2[CH:29]=[CH:28][CH:27]=[C:26]([I:30])[CH:25]=2)[CH2:22][CH2:21][C:20]2[C:16](=[CH:17][N:18]([CH3:23])[N:19]=2)[CH2:15]1, predict the reactants needed to synthesize it. (5) Given the product [Cl:19][C:13]1[CH:14]=[C:15]([Cl:18])[CH:16]=[CH:17][C:12]=1[C:4]1[N:3]=[C:2]([NH:20][CH2:21][CH2:22][NH:23][C:24]2[CH:31]=[CH:30][C:27]([C:28]#[N:29])=[CH:26][N:25]=2)[C:11]2[C:6](=[CH:7][CH:8]=[CH:9][CH:10]=2)[N:5]=1, predict the reactants needed to synthesize it. The reactants are: Cl[C:2]1[C:11]2[C:6](=[CH:7][CH:8]=[CH:9][CH:10]=2)[N:5]=[C:4]([C:12]2[CH:17]=[CH:16][C:15]([Cl:18])=[CH:14][C:13]=2[Cl:19])[N:3]=1.[NH2:20][CH2:21][CH2:22][NH:23][C:24]1[CH:31]=[CH:30][C:27]([C:28]#[N:29])=[CH:26][N:25]=1. (6) Given the product [Cl:1][C:2]1[CH:9]=[CH:8][CH:7]=[C:6]([CH3:10])[C:3]=1[CH2:4][NH:5][C:12]1[S:11][CH2:17][C:15](=[O:16])[N:14]=1, predict the reactants needed to synthesize it. The reactants are: [Cl:1][C:2]1[CH:9]=[CH:8][CH:7]=[C:6]([CH3:10])[C:3]=1[CH2:4][NH2:5].[S:11]1[CH2:17][C:15](=[O:16])[NH:14][C:12]1=S.CCN(C(C)C)C(C)C. (7) Given the product [Br:1][C:2]1[CH:3]=[C:4]([CH:5]=[C:6]([CH2:7][OH:8])[CH:11]=1)[C:12]([O:14][CH3:15])=[O:13], predict the reactants needed to synthesize it. The reactants are: [Br:1][C:2]1[CH:3]=[C:4]([C:12]([O:14][CH3:15])=[O:13])[CH:5]=[C:6]([CH:11]=1)[C:7](OC)=[O:8].[BH4-].[Na+].O.